Predict the product of the given reaction. From a dataset of Forward reaction prediction with 1.9M reactions from USPTO patents (1976-2016). Given the reactants [C:1]([O:5][C:6]([NH:8][C:9]([CH3:17])([CH3:16])[CH2:10]/[CH:11]=[CH:12]/[C:13]([OH:15])=[O:14])=[O:7])([CH3:4])(C)C.FC(F)(F)C(O)=O.C(=O)([O-])ON1C(=O)CC(C[C:34]2[C:46]3C[C:44]4[C:39](=[CH:40][CH:41]=[CH:42][CH:43]=4)[C:38]=3[CH:37]=[CH:36][CH:35]=2)C1=O, predict the reaction product. The product is: [CH:43]1[C:44]2[CH:4]([CH2:1][O:5][C:6]([NH:8][C:9]([CH3:16])([CH3:17])[CH2:10]/[CH:11]=[CH:12]/[C:13]([OH:15])=[O:14])=[O:7])[C:46]3[C:38](=[CH:37][CH:36]=[CH:35][CH:34]=3)[C:39]=2[CH:40]=[CH:41][CH:42]=1.